This data is from Reaction yield outcomes from USPTO patents with 853,638 reactions. The task is: Predict the reaction yield, written as a fraction of the theoretical maximum amount of product (1.0 means a 100% yield; for example, 0.34 means a 34% yield). (1) The catalyst is C(OC(C)C)(=O)C. The reactants are [CH3:1][CH:2]1[CH2:11][C:10]2[C:5](=[CH:6][CH:7]=[C:8]([O:12][CH3:13])[CH:9]=2)[C:4](=[O:14])[CH:3]1[C:15]1[CH:20]=[CH:19][CH:18]=[CH:17][CH:16]=1.C1(C)C=CC(S(O)(=O)=O)=CC=1.C(C1C(=O)C(Cl)=C(Cl)[C:36](=[O:37])[C:35]=1C#N)#N. The product is [C:36]([O:14][C:4]1[C:5]2[C:10](=[CH:9][C:8]([O:12][CH3:13])=[CH:7][CH:6]=2)[CH:11]=[C:2]([CH3:1])[C:3]=1[C:15]1[CH:20]=[CH:19][CH:18]=[CH:17][CH:16]=1)(=[O:37])[CH3:35]. The yield is 0.940. (2) The reactants are [CH2:1]([O:3][C:4](=[O:21])[C:5]([C:10]1[CH:15]=[CH:14][C:13]([NH2:16])=[C:12]([NH:17][CH3:18])[C:11]=1[C:19]#[N:20])([CH3:9])[C:6](=[O:8])[CH3:7])[CH3:2].C1COCC1.[F:27][C:28]1[CH:33]=[CH:32][C:31]([N:34]=[C:35]=S)=[C:30]([CH3:37])[CH:29]=1.NC(N)=S. The catalyst is CN(C1C=CN=CC=1)C.C(OCC)C. The product is [CH2:1]([O:3][C:4](=[O:21])[C:5]([C:10]1[CH:15]=[CH:14][C:13]2[N:16]=[C:35]([NH:34][C:31]3[CH:32]=[CH:33][C:28]([F:27])=[CH:29][C:30]=3[CH3:37])[N:17]([CH3:18])[C:12]=2[C:11]=1[C:19]#[N:20])([CH3:9])[C:6](=[O:8])[CH3:7])[CH3:2]. The yield is 0.520. (3) The reactants are [CH2:1]([O:3][C:4]([N:6]1[CH2:11][CH:10]=[C:9]([C:12]2[C:20]3[C:15](=[N:16][CH:17]=[CH:18][CH:19]=3)[NH:14][CH:13]=2)[CH2:8][CH2:7]1)=[O:5])[CH3:2]. The catalyst is C(O)C.[Pd]. The product is [CH2:1]([O:3][C:4]([N:6]1[CH2:11][CH2:10][CH:9]([C:12]2[C:20]3[C:15](=[N:16][CH:17]=[CH:18][CH:19]=3)[NH:14][CH:13]=2)[CH2:8][CH2:7]1)=[O:5])[CH3:2]. The yield is 0.620. (4) The catalyst is ClCCl.CN(C=O)C. The yield is 0.688. The product is [CH2:1]([O:8][C:9]1[CH:10]=[CH:11][C:12]([CH2:15][CH2:16][C:17](=[O:19])[C:27]([F:38])([F:37])[F:26])=[CH:13][CH:14]=1)[C:2]1[CH:3]=[CH:4][CH:5]=[CH:6][CH:7]=1. The reactants are [CH2:1]([O:8][C:9]1[CH:14]=[CH:13][C:12]([CH2:15][CH2:16][C:17]([OH:19])=O)=[CH:11][CH:10]=1)[C:2]1[CH:7]=[CH:6][CH:5]=[CH:4][CH:3]=1.C(Cl)(=O)C(Cl)=O.[F:26][C:27]([F:38])([F:37])C(OC(=O)[C:27]([F:38])([F:37])[F:26])=O.N1C=CC=CC=1. (5) The reactants are C(NC(C)C)(C)C.C([Li])CCC.[CH3:13][O:14][C:15](=[O:27])[CH2:16][C:17]1[CH:22]=[CH:21][C:20]([S:23]([CH3:26])(=[O:25])=[O:24])=[CH:19][CH:18]=1.I[CH2:29][CH:30]1[CH2:34][CH2:33][CH2:32][CH:31]1[O:35][CH:36]1[CH2:41][CH2:40][CH2:39][CH2:38][O:37]1. The catalyst is O1CCCC1.CN1CCCN(C)C1=O. The product is [CH3:13][O:14][C:15](=[O:27])[CH:16]([C:17]1[CH:18]=[CH:19][C:20]([S:23]([CH3:26])(=[O:24])=[O:25])=[CH:21][CH:22]=1)[CH2:29][CH:30]1[CH2:34][CH2:33][CH2:32][CH:31]1[O:35][CH:36]1[CH2:41][CH2:40][CH2:39][CH2:38][O:37]1. The yield is 0.450. (6) The reactants are O.[OH-].[Li+].[C:4]1(/[C:10](=[N:17]/[O:18][CH2:19][C:20]2[CH:25]=[CH:24][C:23]([O:26][CH2:27][C:28]3[N:29]=[C:30]([C:33]4[CH:38]=[CH:37][CH:36]=[CH:35][CH:34]=4)[O:31][CH:32]=3)=[CH:22][CH:21]=2)/[CH2:11][CH2:12][C:13]([O:15]C)=[O:14])[CH:9]=[CH:8][CH:7]=[CH:6][CH:5]=1.O.Cl. The catalyst is O1CCCC1.CO. The product is [C:4]1(/[C:10](=[N:17]/[O:18][CH2:19][C:20]2[CH:25]=[CH:24][C:23]([O:26][CH2:27][C:28]3[N:29]=[C:30]([C:33]4[CH:34]=[CH:35][CH:36]=[CH:37][CH:38]=4)[O:31][CH:32]=3)=[CH:22][CH:21]=2)/[CH2:11][CH2:12][C:13]([OH:15])=[O:14])[CH:9]=[CH:8][CH:7]=[CH:6][CH:5]=1. The yield is 0.870. (7) The reactants are [CH3:1][C:2]1[C:6]([C:7]2[CH:8]=[CH:9][C:10]([CH3:17])=[C:11]([S:13](Cl)(=[O:15])=[O:14])[CH:12]=2)=[C:5]([CH3:18])[O:4][N:3]=1.[O:19]([CH2:26][CH2:27][O:28][CH2:29][CH2:30][NH2:31])[CH2:20][CH2:21][O:22][CH2:23][CH2:24][NH2:25]. The catalyst is N1C=CC=CC=1. The product is [O:19]([CH2:26][CH2:27][O:28][CH2:29][CH2:30][NH:31][S:13]([C:11]1[CH:12]=[C:7]([C:6]2[C:2]([CH3:1])=[N:3][O:4][C:5]=2[CH3:18])[CH:8]=[CH:9][C:10]=1[CH3:17])(=[O:14])=[O:15])[CH2:20][CH2:21][O:22][CH2:23][CH2:24][NH:25][S:13]([C:11]1[CH:12]=[C:7]([C:6]2[C:2]([CH3:1])=[N:3][O:4][C:5]=2[CH3:18])[CH:8]=[CH:9][C:10]=1[CH3:17])(=[O:15])=[O:14]. The yield is 0.103. (8) The reactants are [Cl:1][C:2]1[CH:3]=[C:4](B(O)O)[CH:5]=[CH:6][CH:7]=1.[C:11]1(=[O:16])[CH2:15][CH2:14][CH:13]=[CH:12]1.C(N(CC)CC)C. The yield is 0.892. The catalyst is O1CCOCC1.O.[B-](F)(F)(F)F.C1C2C=CC1C=C2.C1C2C=CC1C=C2.[Rh].C1C=CC(P(C2C=CC3C(=CC=CC=3)C=2C2C3C(=CC=CC=3)C=CC=2P(C2C=CC=CC=2)C2C=CC=CC=2)C2C=CC=CC=2)=CC=1. The product is [Cl:1][C:2]1[CH:3]=[C:4]([C@H:13]2[CH2:14][CH2:15][C:11](=[O:16])[CH2:12]2)[CH:5]=[CH:6][CH:7]=1. (9) The reactants are [NH2:1][C:2]1[CH:7]=[CH:6][C:5]([OH:8])=[C:4]([CH3:9])[CH:3]=1.CC(C)([O-])C.[K+].[Cl:16][C:17]1[CH:22]=[C:21](Cl)[CH:20]=[CH:19][N:18]=1. The catalyst is CC(N(C)C)=O. The product is [Cl:16][C:17]1[CH:22]=[C:21]([O:8][C:5]2[CH:6]=[CH:7][C:2]([NH2:1])=[CH:3][C:4]=2[CH3:9])[CH:20]=[CH:19][N:18]=1. The yield is 0.560.